Dataset: Full USPTO retrosynthesis dataset with 1.9M reactions from patents (1976-2016). Task: Predict the reactants needed to synthesize the given product. (1) Given the product [OH:1][C:2]1[CH:11]=[CH:10][C:5]2[C:6](=[O:9])/[C:7](=[CH:46]/[C:39]3[C:40]4[C:45](=[CH:44][CH:43]=[CH:42][CH:41]=4)[N:37]([S:34]([C:31]4[CH:32]=[CH:33][C:28]([C:27]([F:49])([F:26])[F:48])=[CH:29][CH:30]=4)(=[O:36])=[O:35])[CH:38]=3)/[O:8][C:4]=2[C:3]=1[CH2:12][N:13]1[CH2:14][CH2:15][N:16]([C:19]([O:21][C:22]([CH3:25])([CH3:24])[CH3:23])=[O:20])[CH2:17][CH2:18]1, predict the reactants needed to synthesize it. The reactants are: [OH:1][C:2]1[CH:11]=[CH:10][C:5]2[C:6](=[O:9])[CH2:7][O:8][C:4]=2[C:3]=1[CH2:12][N:13]1[CH2:18][CH2:17][N:16]([C:19]([O:21][C:22]([CH3:25])([CH3:24])[CH3:23])=[O:20])[CH2:15][CH2:14]1.[F:26][C:27]([F:49])([F:48])[C:28]1[CH:33]=[CH:32][C:31]([S:34]([N:37]2[C:45]3[C:40](=[CH:41][CH:42]=[CH:43][CH:44]=3)[C:39]([CH:46]=O)=[CH:38]2)(=[O:36])=[O:35])=[CH:30][CH:29]=1.N1CCCCC1. (2) Given the product [NH2:27][C:28]1[C:36]([Cl:37])=[C:35]([CH2:38][N:39]2[CH2:44][CH2:43][CH2:42][C@@H:41]([NH:45][C:46](=[O:47])[O:48][C:49]([CH3:50])([CH3:52])[CH3:51])[CH2:40]2)[C:34]([C:53]([F:56])([F:54])[F:55])=[CH:33][C:29]=1[C:30](=[O:31])[NH:19][CH2:18][C:16]1[CH:17]=[C:12]([Cl:11])[CH:13]=[C:14]([O:25][CH3:26])[C:15]=1[S:20]([CH2:23][CH3:24])(=[O:21])=[O:22], predict the reactants needed to synthesize it. The reactants are: CCN(C(C)C)C(C)C.Cl.[Cl:11][C:12]1[CH:13]=[C:14]([O:25][CH3:26])[C:15]([S:20]([CH2:23][CH3:24])(=[O:22])=[O:21])=[C:16]([CH2:18][NH2:19])[CH:17]=1.[NH2:27][C:28]1[C:36]([Cl:37])=[C:35]([CH2:38][N:39]2[CH2:44][CH2:43][CH2:42][C@@H:41]([NH:45][C:46]([O:48][C:49]([CH3:52])([CH3:51])[CH3:50])=[O:47])[CH2:40]2)[C:34]([C:53]([F:56])([F:55])[F:54])=[CH:33][C:29]=1[C:30](O)=[O:31].CN(C(ON1N=NC2C=CC=NC1=2)=[N+](C)C)C.F[P-](F)(F)(F)(F)F. (3) Given the product [OH:8][C:9]1[CH:14]=[CH:13][C:12]([C:15]2[CH:19]=[C:18]([C:20]3[CH:25]=[CH:24][CH:23]=[CH:22][CH:21]=3)[NH:17][C:16]=2[C:26]([NH:28][CH2:29][CH2:30][CH2:31][CH2:32][CH2:33][C:34]([O:36][CH3:37])=[O:35])=[O:27])=[CH:11][CH:10]=1, predict the reactants needed to synthesize it. The reactants are: C([O:8][C:9]1[CH:14]=[CH:13][C:12]([C:15]2[CH:19]=[C:18]([C:20]3[CH:25]=[CH:24][CH:23]=[CH:22][CH:21]=3)[NH:17][C:16]=2[C:26]([NH:28][CH2:29][CH2:30][CH2:31][CH2:32][CH2:33][C:34]([O:36][CH3:37])=[O:35])=[O:27])=[CH:11][CH:10]=1)C1C=CC=CC=1.